This data is from Catalyst prediction with 721,799 reactions and 888 catalyst types from USPTO. The task is: Predict which catalyst facilitates the given reaction. (1) The catalyst class is: 1. Reactant: C(N(CC)CC)C.Cl.[NH2:9][CH2:10][C:11]1[CH:19]=[CH:18][CH:17]=[C:16]2[C:12]=1[CH2:13][N:14]([CH:21]1[CH2:26][CH2:25][C:24](=[O:27])[NH:23][C:22]1=[O:28])[C:15]2=[O:20].Cl.[N:30]1[CH:35]=[CH:34][CH:33]=[CH:32][C:31]=1[C:36](Cl)=[O:37]. Product: [O:28]=[C:22]1[CH:21]([N:14]2[CH2:13][C:12]3[C:16](=[CH:17][CH:18]=[CH:19][C:11]=3[CH2:10][NH:9][C:36]([C:31]3[CH:32]=[CH:33][CH:34]=[CH:35][N:30]=3)=[O:37])[C:15]2=[O:20])[CH2:26][CH2:25][C:24](=[O:27])[NH:23]1. (2) Reactant: [N+:1]([C:4]1[CH:9]=[CH:8][C:7]([N:10]2[CH2:15][CH2:14][N:13]([CH:16]3[CH2:19][O:18][CH2:17]3)[CH2:12][CH2:11]2)=[CH:6][CH:5]=1)([O-])=O. Product: [O:18]1[CH2:19][CH:16]([N:13]2[CH2:12][CH2:11][N:10]([C:7]3[CH:8]=[CH:9][C:4]([NH2:1])=[CH:5][CH:6]=3)[CH2:15][CH2:14]2)[CH2:17]1. The catalyst class is: 687. (3) Reactant: [C:1]([O:5][C:6](=[O:26])[NH:7][CH:8]1[CH2:13][CH2:12][CH:11]([CH2:14][NH:15][C:16]2[C:21]([N+:22]([O-:24])=[O:23])=[CH:20][N:19]=[C:18](Cl)[N:17]=2)[CH2:10][CH2:9]1)([CH3:4])([CH3:3])[CH3:2].[F:27][C:28]1[CH:29]=[C:30](NC)[C:31]([O:34][CH3:35])=[N:32][CH:33]=1.[CH:38]([N:41](C(C)C)CC)(C)C. Product: [C:1]([O:5][C:6](=[O:26])[NH:7][CH:8]1[CH2:13][CH2:12][CH:11]([CH2:14][NH:15][C:16]2[C:21]([N+:22]([O-:24])=[O:23])=[CH:20][N:19]=[C:18]([NH:41][CH2:38][C:30]3[C:31]([O:34][CH3:35])=[N:32][CH:33]=[C:28]([F:27])[CH:29]=3)[N:17]=2)[CH2:10][CH2:9]1)([CH3:4])([CH3:3])[CH3:2]. The catalyst class is: 39. (4) Reactant: [Br:1][C:2]1[CH:14]=[CH:13][C:12]2[C:11]3[C:6](=[CH:7][C:8]([Br:15])=[CH:9][CH:10]=3)[CH2:5][C:4]=2[CH:3]=1.[OH-].[Na+].Br[CH2:19][CH2:20][CH2:21][CH2:22][C:23]1[CH:30]=[CH:29][C:28]2[CH2:27][CH2:26][C:25]=2[CH:24]=1. Product: [C:25]12[CH2:26][CH2:27][C:28]=1[CH:29]=[CH:30][C:23]([CH2:22][CH2:21][CH2:20][CH2:19][C:5]1([CH2:19][CH2:20][CH2:21][CH2:22][C:23]3[CH:24]=[C:25]4[C:28](=[CH:29][CH:30]=3)[CH2:27][CH2:26]4)[C:4]3[CH:3]=[C:2]([Br:1])[CH:14]=[CH:13][C:12]=3[C:11]3[C:6]1=[CH:7][C:8]([Br:15])=[CH:9][CH:10]=3)=[CH:24]2. The catalyst class is: 16. (5) Reactant: [NH:1]1[CH:5]=[CH:4][CH:3]=[C:2]1[C:6]#[N:7].[NH2:8][OH:9]. Product: [OH:9][NH:8][C:6]([C:2]1[NH:1][CH:5]=[CH:4][CH:3]=1)=[NH:7]. The catalyst class is: 8. (6) Reactant: [CH3:1][CH:2]([CH2:4][C@H:5]([NH:9][C:10]([O:12][CH2:13][C:14]1[CH:19]=[CH:18][CH:17]=[CH:16][CH:15]=1)=[O:11])[C:6]([OH:8])=[O:7])[CH3:3].C1CCC(NC2CCCCC2)CC1. Product: [NH:9]([C:10]([O:12][CH2:13][C:14]1[CH:15]=[CH:16][CH:17]=[CH:18][CH:19]=1)=[O:11])[C@H:5]([C:6]([OH:8])=[O:7])[CH2:4][CH:2]([CH3:3])[CH3:1]. The catalyst class is: 25. (7) Reactant: [NH2:1][CH:2]([C:4]([OH:6])=[O:5])[CH3:3].C(N(CC)CC)C.[Cl-].[CH2:15]([CH:17]([CH2:21][CH3:22])[C:18](Cl)=[O:19])[CH3:16].[OH-].[Na+]. Product: [CH3:16][CH2:15][CH:17]([CH2:21][CH3:22])[C:18]([NH:1][CH:2]([CH3:3])[C:4]([OH:6])=[O:5])=[O:19]. The catalyst class is: 46.